From a dataset of Acute oral toxicity (LD50) regression data from Zhu et al.. Regression/Classification. Given a drug SMILES string, predict its toxicity properties. Task type varies by dataset: regression for continuous values (e.g., LD50, hERG inhibition percentage) or binary classification for toxic/non-toxic outcomes (e.g., AMES mutagenicity, cardiotoxicity, hepatotoxicity). Dataset: ld50_zhu. (1) The drug is CCOC(CC)(C1=NCC(C)(C)CN1)c1ccc(Cl)cc1. The rat oral LD50 is 3.73, given as -log10 of the dose in mol/kg body weight (higher means more acutely toxic). (2) The drug is CCOP(=S)(OCC)Oc1cnccn1. The rat oral LD50 is 4.85, given as -log10 of the dose in mol/kg body weight (higher means more acutely toxic). (3) The compound is N#CC1(O)CCCCC1. The rat oral LD50 is 4.10, given as -log10 of the dose in mol/kg body weight (higher means more acutely toxic). (4) The drug is ClCC(Cl)CCl. The rat oral LD50 is 2.66, given as -log10 of the dose in mol/kg body weight (higher means more acutely toxic).